Dataset: Full USPTO retrosynthesis dataset with 1.9M reactions from patents (1976-2016). Task: Predict the reactants needed to synthesize the given product. (1) Given the product [CH3:18][C:16]([O:1][C:2]1[CH:3]=[CH:4][C:5]([CH2:8][CH2:9][CH2:10][OH:11])=[CH:6][CH:7]=1)([CH2:14][CH3:15])[C:24]([OH:23])=[O:12], predict the reactants needed to synthesize it. The reactants are: [OH:1][C:2]1[CH:7]=[CH:6][C:5]([CH2:8][CH2:9][CH2:10][OH:11])=[CH:4][CH:3]=1.[OH-:12].[Na+].[CH2:14]([C:16]([CH3:18])=O)[CH3:15].Cl.C1[CH2:24][O:23]CC1. (2) The reactants are: [Cl:1][C:2]1[N:7]=[C:6]([C:8]([OH:10])=O)[C:5]([CH3:11])=[CH:4][CH:3]=1.C(Cl)(=O)C(Cl)=O.[NH2:18][C:19]1[C:29]([CH3:30])=[CH:28][C:22]([C:23]([O:25][CH2:26][CH3:27])=[O:24])=[CH:21][C:20]=1[CH3:31].N1C=CC=CC=1. Given the product [Cl:1][C:2]1[N:7]=[C:6]([C:8]([NH:18][C:19]2[C:20]([CH3:31])=[CH:21][C:22]([C:23]([O:25][CH2:26][CH3:27])=[O:24])=[CH:28][C:29]=2[CH3:30])=[O:10])[C:5]([CH3:11])=[CH:4][CH:3]=1, predict the reactants needed to synthesize it. (3) The reactants are: C(O)=O.[NH2:4][CH2:5][CH2:6][C:7]1[CH:26]=[CH:25][C:10]([NH:11][CH:12]2[CH2:17][CH2:16][N:15]([C:18](=[O:24])[CH2:19][CH2:20][CH2:21][CH2:22][CH3:23])[CH2:14][CH2:13]2)=[CH:9][CH:8]=1.C([Si]([O:44][C:45]1[CH:50]=[CH:49][C:48]([O:51][CH2:52][CH:53]2[CH2:55][O:54]2)=[CH:47][CH:46]=1)(C1C=CC=CC=1)C1C=CC=CC=1)(C)(C)C. Given the product [OH:54][C@H:53]([CH2:52][O:51][C:48]1[CH:49]=[CH:50][C:45]([OH:44])=[CH:46][CH:47]=1)[CH2:55][NH:4][CH2:5][CH2:6][C:7]1[CH:26]=[CH:25][C:10]([NH:11][CH:12]2[CH2:17][CH2:16][N:15]([C:18](=[O:24])[CH2:19][CH2:20][CH2:21][CH2:22][CH3:23])[CH2:14][CH2:13]2)=[CH:9][CH:8]=1, predict the reactants needed to synthesize it. (4) Given the product [O:5]=[CH:6][CH2:10][CH2:11][O:12][C:13]1[CH:14]=[C:15]([CH:20]=[CH:21][CH:22]=1)[C:16]([O:18][CH3:19])=[O:17], predict the reactants needed to synthesize it. The reactants are: C(O)(=O)C.[O:5]1CCO[CH:6]1[CH2:10][CH2:11][O:12][C:13]1[CH:14]=[C:15]([CH:20]=[CH:21][CH:22]=1)[C:16]([O:18][CH3:19])=[O:17].[OH-].[Na+]. (5) Given the product [CH3:12][O:13][C:14]([C:16]1[N:17]([CH2:2][C:3]2[CH:8]=[CH:7][CH:6]=[CH:5][N:4]=2)[C:18]2[C:23]([C:24]=1[CH:25]=[O:26])=[CH:22][CH:21]=[C:20]([O:27][CH3:28])[CH:19]=2)=[O:15], predict the reactants needed to synthesize it. The reactants are: Br[CH2:2][C:3]1[CH:8]=[CH:7][CH:6]=[CH:5][N:4]=1.Br.[OH-].[Na+].[CH3:12][O:13][C:14]([C:16]1[NH:17][C:18]2[C:23]([C:24]=1[CH:25]=[O:26])=[CH:22][CH:21]=[C:20]([O:27][CH3:28])[CH:19]=2)=[O:15].C([O-])([O-])=O.[K+].[K+].